Dataset: Catalyst prediction with 721,799 reactions and 888 catalyst types from USPTO. Task: Predict which catalyst facilitates the given reaction. Reactant: [C:1]1([CH:8]=[CH:7][CH:6]=[C:4]([OH:5])[CH:3]=1)[OH:2].[C:9]([C:11](=[CH:17][C:18]1[C:27]2[C:22](=[CH:23][CH:24]=[CH:25][CH:26]=2)[N:21]=[CH:20][CH:19]=1)[C:12]([O:14][CH2:15][CH3:16])=[O:13])#[N:10].N1CCCCC1. Product: [NH2:10][C:9]1[O:2][C:1]2[C:8]([CH:17]([C:18]3[C:27]4[C:22](=[CH:23][CH:24]=[CH:25][CH:26]=4)[N:21]=[CH:20][CH:19]=3)[C:11]=1[C:12]([O:14][CH2:15][CH3:16])=[O:13])=[CH:7][CH:6]=[C:4]([OH:5])[CH:3]=2. The catalyst class is: 8.